From a dataset of Full USPTO retrosynthesis dataset with 1.9M reactions from patents (1976-2016). Predict the reactants needed to synthesize the given product. (1) Given the product [CH2:19]([Sn:10]([CH2:11][CH2:12][CH2:13][CH3:14])([CH2:15][CH2:16][CH2:17][CH3:18])[CH2:9][O:5][CH:1]1[CH2:4][CH2:3][CH2:2]1)[CH2:20][CH2:21][CH3:22], predict the reactants needed to synthesize it. The reactants are: [CH:1]1([OH:5])[CH2:4][CH2:3][CH2:2]1.[H-].[Na+].I[CH2:9][Sn:10]([CH2:19][CH2:20][CH2:21][CH3:22])([CH2:15][CH2:16][CH2:17][CH3:18])[CH2:11][CH2:12][CH2:13][CH3:14]. (2) The reactants are: Br[C:2]1[CH:3]=[CH:4][C:5]([N+:21]([O-:23])=[O:22])=[C:6]([NH:8][CH:9]2[CH2:14][CH2:13][N:12]([CH:15]3[CH2:20][CH2:19][O:18][CH2:17][CH2:16]3)[CH2:11][CH2:10]2)[CH:7]=1.[CH:24]([Sn](CCCC)(CCCC)CCCC)=[CH2:25].N#N.C1(P(C2C=CC=CC=2)C2C=CC=CC=2)C=CC=CC=1. Given the product [CH:24]([C:2]1[CH:3]=[CH:4][C:5]([N+:21]([O-:23])=[O:22])=[C:6]([NH:8][CH:9]2[CH2:14][CH2:13][N:12]([CH:15]3[CH2:20][CH2:19][O:18][CH2:17][CH2:16]3)[CH2:11][CH2:10]2)[CH:7]=1)=[CH2:25], predict the reactants needed to synthesize it. (3) Given the product [NH2:1][C:4]1[C:9]2[O:10][CH2:11][O:12][C:8]=2[C:7]([C:13]([OH:15])=[O:14])=[CH:6][CH:5]=1, predict the reactants needed to synthesize it. The reactants are: [N+:1]([C:4]1[C:9]2[O:10][CH2:11][O:12][C:8]=2[C:7]([C:13]([OH:15])=[O:14])=[CH:6][CH:5]=1)([O-])=O.[H][H]. (4) Given the product [Br:15][C:12]1[CH:13]=[CH:14][C:9]([NH:7][C:4]2[N:5]=[N:6][N:2]([CH3:1])[N:3]=2)=[N:10][CH:11]=1, predict the reactants needed to synthesize it. The reactants are: [CH3:1][N:2]1[N:6]=[N:5][C:4]([NH2:7])=[N:3]1.Cl[C:9]1[CH:14]=[CH:13][C:12]([Br:15])=[CH:11][N:10]=1.CC([O-])(C)C.[K+].O. (5) Given the product [N:1]1([C:6]2[CH:7]=[C:8]3[C:12](=[CH:13][CH:14]=2)[CH2:11][CH:10]([C:15]([OH:17])=[O:16])[CH2:9]3)[CH:5]=[N:4][N:3]=[N:2]1, predict the reactants needed to synthesize it. The reactants are: [N:1]1([C:6]2[CH:7]=[C:8]3[C:12](=[CH:13][CH:14]=2)[CH2:11][CH:10]([C:15]([O:17]CC)=[O:16])[CH2:9]3)[CH:5]=[N:4][N:3]=[N:2]1.O[Li].O. (6) The reactants are: [C:1]([C:5]1[CH:6]=[C:7]2[C:11](=[CH:12][CH:13]=1)[N:10]([CH:14]1[CH2:19][CH2:18][CH2:17][CH2:16][O:15]1)[N:9]=[CH:8]2)#[C:2][CH2:3][CH3:4].I[C:21]1[CH:26]=[CH:25][CH:24]=[CH:23][CH:22]=1.[CH2:27]([O:29][C:30](=[O:42])/[CH:31]=[CH:32]/[C:33]1[CH:38]=[CH:37][C:36](B(O)O)=[CH:35][CH:34]=1)[CH3:28].C([O-])([O-])=O.[K+].[K+].N#N. Given the product [C:21]1(/[C:2](/[CH2:3][CH3:4])=[C:1](\[C:36]2[CH:37]=[CH:38][C:33](/[CH:32]=[CH:31]/[C:30]([O:29][CH2:27][CH3:28])=[O:42])=[CH:34][CH:35]=2)/[C:5]2[CH:6]=[C:7]3[C:11](=[CH:12][CH:13]=2)[N:10]([CH:14]2[CH2:19][CH2:18][CH2:17][CH2:16][O:15]2)[N:9]=[CH:8]3)[CH:26]=[CH:25][CH:24]=[CH:23][CH:22]=1, predict the reactants needed to synthesize it.